This data is from Reaction yield outcomes from USPTO patents with 853,638 reactions. The task is: Predict the reaction yield, written as a fraction of the theoretical maximum amount of product (1.0 means a 100% yield; for example, 0.34 means a 34% yield). (1) The reactants are [CH2:1]1[C:9]2[C:4](=[CH:5][CH:6]=[CH:7][CH:8]=2)[CH2:3][CH:2]1[N:10]1[C:19](=[O:20])[C:18]2[C:13](=[CH:14][C:15]([C:21]([F:24])([F:23])[F:22])=[CH:16][CH:17]=2)[NH:12][C:11]1=S.[NH2:26][NH2:27].O. The catalyst is C(O)(C)(C)C. The product is [NH:26]([C:11]1[N:10]([CH:2]2[CH2:3][C:4]3[C:9](=[CH:8][CH:7]=[CH:6][CH:5]=3)[CH2:1]2)[C:19](=[O:20])[C:18]2[C:13](=[CH:14][C:15]([C:21]([F:24])([F:23])[F:22])=[CH:16][CH:17]=2)[N:12]=1)[NH2:27]. The yield is 0.120. (2) The reactants are [C:1]([O:5][CH2:6][CH3:7])(=[O:4])[CH2:2][SH:3].Br[C:9]1[C:10]2[S:32][CH:31]=[C:30]([CH2:33][CH2:34][CH2:35][CH2:36][CH2:37][CH2:38][CH2:39][CH2:40][CH2:41][CH2:42][CH2:43][CH2:44][CH2:45][CH2:46][CH3:47])[C:11]=2[S:12][C:13]=1[C:14](=O)[CH2:15][CH2:16][CH2:17][CH2:18][CH2:19][CH2:20][CH2:21][CH2:22][CH2:23][CH2:24][CH2:25][CH2:26][CH2:27][CH3:28].[C:48]([O-])([O-])=O.[K+].[K+].[Cl-].[Na+]. The catalyst is CN(C)C=O. The product is [CH2:6]([O:5][C:1]([C:2]1[S:3][C:9]2[C:10]3[S:32][CH:31]=[C:30]([CH2:33][CH2:34][CH2:35][CH2:36][CH2:37][CH2:38][CH2:39][CH2:40][CH2:41][CH2:42][CH2:43][CH2:44][CH2:45][CH2:46][CH3:47])[C:11]=3[S:12][C:13]=2[C:14]=1[CH2:15][CH2:16][CH2:17][CH2:18][CH2:19][CH2:20][CH2:21][CH2:22][CH2:23][CH2:24][CH2:25][CH2:26][CH2:27][CH2:28][CH3:48])=[O:4])[CH3:7]. The yield is 0.910. (3) The reactants are [S:1]1[C:5]2[CH:6]=[CH:7][CH:8]=[CH:9][C:4]=2[N:3]=[C:2]1[O:10][C:11]1[CH:12]=[C:13]([CH:15]=[CH:16][CH:17]=1)[NH2:14].[NH2:18][C:19]1[NH:23][N:22]=[C:21]([C:24]([CH3:27])([CH3:26])[CH3:25])[CH:20]=1.[OH2:28].[C:29]1(C)C=CC=CC=1. No catalyst specified. The product is [C:24]([C:21]1[CH:20]=[C:19]([NH:18][C:29]([NH:14][C:13]2[CH:15]=[CH:16][CH:17]=[C:11]([O:10][C:2]3[S:1][C:5]4[CH:6]=[CH:7][CH:8]=[CH:9][C:4]=4[N:3]=3)[CH:12]=2)=[O:28])[NH:23][N:22]=1)([CH3:27])([CH3:26])[CH3:25]. The yield is 0.0400. (4) The reactants are [CH:1]1[CH:6]=[CH:5][C:4]([NH:7][C:8]2[CH:13]=[CH:12][C:11]([OH:14])=[CH:10][CH:9]=2)=[CH:3][CH:2]=1.[H-].[Na+].[C:17]([O:21][C:22]([N:24]1[CH2:28][CH2:27][CH2:26][C@@H:25]1[CH2:29]OS(C1C=CC(C)=CC=1)(=O)=O)=[O:23])([CH3:20])([CH3:19])[CH3:18]. The catalyst is CN(C=O)C. The product is [C:17]([O:21][C:22]([N:24]1[CH2:28][CH2:27][CH2:26][C@@H:25]1[CH2:29][O:14][C:11]1[CH:12]=[CH:13][C:8]([NH:7][C:4]2[CH:3]=[CH:2][CH:1]=[CH:6][CH:5]=2)=[CH:9][CH:10]=1)=[O:23])([CH3:20])([CH3:18])[CH3:19]. The yield is 0.730.